This data is from Full USPTO retrosynthesis dataset with 1.9M reactions from patents (1976-2016). The task is: Predict the reactants needed to synthesize the given product. (1) Given the product [F:1][C:2]1[CH:7]=[CH:6][CH:5]=[C:4]([F:8])[C:3]=1[N:9]1[C:14]2[N:15]=[C:16]([NH:43][CH:40]3[CH2:41][CH2:42][N:37]([CH3:36])[CH2:38][CH2:39]3)[N:17]=[C:18]([C:19]3[CH:20]=[C:21]([CH:28]=[CH:29][C:30]=3[CH3:31])[C:22]([NH:24][CH:25]([CH3:27])[CH3:26])=[O:23])[C:13]=2[CH2:12][NH:11][C:10]1=[O:35], predict the reactants needed to synthesize it. The reactants are: [F:1][C:2]1[CH:7]=[CH:6][CH:5]=[C:4]([F:8])[C:3]=1[N:9]1[C:14]2[N:15]=[C:16](S(C)=O)[N:17]=[C:18]([C:19]3[CH:20]=[C:21]([CH:28]=[CH:29][C:30]=3[CH3:31])[C:22]([NH:24][CH:25]([CH3:27])[CH3:26])=[O:23])[C:13]=2[CH2:12][NH:11][C:10]1=[O:35].[CH3:36][N:37]1[CH2:42][CH2:41][CH:40]([NH2:43])[CH2:39][CH2:38]1. (2) Given the product [NH2:27][C:21]1([C:18]2[CH:17]=[CH:16][C:15]([C:9]3[C:8]([C:35]4[CH:40]=[CH:39][CH:38]=[CH:37][CH:36]=4)=[CH:7][C:6]4[C:5]5=[N:4][N:3]=[C:2]([NH2:1])[N:14]5[CH:13]=[CH:12][C:11]=4[N:10]=3)=[CH:20][CH:19]=2)[CH2:24][C:23]([F:25])([F:26])[CH2:22]1, predict the reactants needed to synthesize it. The reactants are: [NH2:1][C:2]1[N:14]2[C:5]([C:6]3[CH:7]=[C:8]([C:35]4[CH:40]=[CH:39][CH:38]=[CH:37][CH:36]=4)[C:9]([C:15]4[CH:20]=[CH:19][C:18]([C:21]5([NH:27]C(=O)OC(C)(C)C)[CH2:24][C:23]([F:26])([F:25])[CH2:22]5)=[CH:17][CH:16]=4)=[N:10][C:11]=3[CH:12]=[CH:13]2)=[N:4][N:3]=1.C(O)(C(F)(F)F)=O. (3) Given the product [CH3:13][C:14]([S:17](/[N:19]=[CH:9]\[C:6]1[CH:5]=[N:4][C:3]([C:2]([F:12])([F:11])[F:1])=[N:8][CH:7]=1)=[O:18])([CH3:16])[CH3:15], predict the reactants needed to synthesize it. The reactants are: [F:1][C:2]([F:12])([F:11])[C:3]1[N:8]=[CH:7][C:6]([CH:9]=O)=[CH:5][N:4]=1.[CH3:13][C:14]([S@:17]([NH2:19])=[O:18])([CH3:16])[CH3:15]. (4) The reactants are: [Cl:1][C:2]1[CH:3]=[N:4][C:5]2[C:6](=O)[CH2:7][CH2:8][C:9]=2[CH:10]=1.[NH2:12][C:13]1[CH:14]=[CH:15][C:16]([F:27])=[C:17]([C@@:19]2([CH3:26])[NH:24][C:23](=[O:25])[CH2:22][O:21][CH2:20]2)[CH:18]=1.[B][B][B][B][B][B][B][B][B][B].C(=O)([O-])O.[Na+]. Given the product [Cl:1][C:2]1[CH:3]=[N:4][C:5]2[CH:6]([NH:12][C:13]3[CH:14]=[CH:15][C:16]([F:27])=[C:17]([C@@:19]4([CH3:26])[NH:24][C:23](=[O:25])[CH2:22][O:21][CH2:20]4)[CH:18]=3)[CH2:7][CH2:8][C:9]=2[CH:10]=1, predict the reactants needed to synthesize it.